Dataset: Forward reaction prediction with 1.9M reactions from USPTO patents (1976-2016). Task: Predict the product of the given reaction. (1) Given the reactants [N:1]12[CH2:8][CH2:7][CH:4]([CH2:5][CH2:6]1)[C@@H:3]([O:9][C:10]([C:12]1([OH:25])[C:24]3[CH:23]=[CH:22][CH:21]=[CH:20][C:19]=3[C:18]3[C:13]1=[CH:14][CH:15]=[CH:16][CH:17]=3)=[O:11])[CH2:2]2.[Br:26][CH2:27][CH2:28][CH2:29][CH2:30][CH2:31][CH2:32][CH3:33], predict the reaction product. The product is: [Br-:26].[CH2:27]([N+:1]12[CH2:6][CH2:5][CH:4]([CH2:7][CH2:8]1)[C@@H:3]([O:9][C:10]([C:12]1([OH:25])[C:13]3[CH:14]=[CH:15][CH:16]=[CH:17][C:18]=3[C:19]3[C:24]1=[CH:23][CH:22]=[CH:21][CH:20]=3)=[O:11])[CH2:2]2)[CH2:28][CH2:29][CH2:30][CH2:31][CH2:32][CH3:33]. (2) Given the reactants [CH:1]([S:4][C:5]1[CH:14]=[CH:13][C:12]([N+:15]([O-])=O)=[CH:11][C:6]=1[C:7]([NH:9][CH3:10])=[O:8])([CH3:3])[CH3:2].O.C(O)(=O)C, predict the reaction product. The product is: [NH2:15][C:12]1[CH:13]=[CH:14][C:5]([S:4][CH:1]([CH3:3])[CH3:2])=[C:6]([CH:11]=1)[C:7]([NH:9][CH3:10])=[O:8]. (3) Given the reactants CN1CCOCC1.[CH3:8][C:9]([CH3:18])([CH2:16][CH3:17])[CH2:10][C:11]1[N:12]=[CH:13][NH:14][CH:15]=1.[CH3:19][N:20]([CH3:25])[S:21](Cl)(=[O:23])=[O:22], predict the reaction product. The product is: [CH3:8][C:9]([CH3:18])([CH2:16][CH3:17])[CH2:10][C:11]1[N:12]=[CH:13][N:14]([S:21]([N:20]([CH3:25])[CH3:19])(=[O:23])=[O:22])[CH:15]=1. (4) Given the reactants [Cl:1][C:2]1[CH:7]=[C:6]([F:8])[C:5]([F:9])=[CH:4][C:3]=1[CH2:10]O.C[N+:13]1([O-:19])[CH2:18]COCC1.C(O)(=[O:22])C.C([O-])(=O)C.[NH4+], predict the reaction product. The product is: [Cl:1][C:2]1[CH:7]=[C:6]([F:8])[C:5]([F:9])=[CH:4][C:3]=1/[CH:10]=[CH:18]/[N+:13]([O-:19])=[O:22]. (5) Given the reactants [C:1]([O:5][C:6](=[O:19])[C:7]([S:10][C:11]1[S:12][CH:13]=[C:14]([CH2:16][CH2:17][OH:18])[N:15]=1)([CH3:9])[CH3:8])([CH3:4])([CH3:3])[CH3:2].C1(P(C2C=CC=CC=2)C2C=CC=CC=2)C=CC=CC=1.[N+:39]([C:42]1[CH:47]=[CH:46][C:45]([C:48]2[CH:53]=[CH:52][C:51](O)=[CH:50][CH:49]=2)=[CH:44][CH:43]=1)([O-:41])=[O:40].N(C(OC(C)C)=O)=NC(OC(C)C)=O, predict the reaction product. The product is: [C:1]([O:5][C:6](=[O:19])[C:7]([CH3:9])([S:10][C:11]1[S:12][CH:13]=[C:14]([CH2:16][CH2:17][O:18][C:51]2[CH:50]=[CH:49][C:48]([C:45]3[CH:46]=[CH:47][C:42]([N+:39]([O-:41])=[O:40])=[CH:43][CH:44]=3)=[CH:53][CH:52]=2)[N:15]=1)[CH3:8])([CH3:2])([CH3:4])[CH3:3]. (6) The product is: [CH3:27][S:24][C:23](=[S:25])[O:22][C@@H:21]1[C@@H:13]2[C@@H:12]([O:11][C:28]([CH3:32])([CH3:29])[O:14]2)[O:20][C@@H:19]1[CH:17]1[CH2:15][O:16][C:7]([CH3:8])([CH3:9])[O:18]1. Given the reactants [H-].[Na+].CC(C[C:7](O)([CH3:9])[CH3:8])=O.[OH:11][C@H:12]1[O:20][C@H:19]([CH2:21][OH:22])[C@@H:17]([OH:18])[C@H:15]([OH:16])[C@H:13]1[OH:14].[C:23](=[S:25])=[S:24].I[CH3:27].[CH2:28]1[CH2:32]OC[CH2:29]1, predict the reaction product. (7) Given the reactants [CH2:1]([O:4][C:5]1[N:10]=[C:9]([C:11]([OH:13])=O)[CH:8]=[N:7][C:6]=1[N:14]1[CH2:18][CH2:17][CH2:16][CH2:15]1)[CH2:2][CH3:3].CN(C(ON1N=NC2C=CC=CC1=2)=[N+](C)C)C.[B-](F)(F)(F)F.CCN(C(C)C)C(C)C.[NH2:50][C@@H:51]([CH2:54][CH:55]([CH3:57])[CH3:56])[CH2:52][OH:53], predict the reaction product. The product is: [OH:53][CH2:52][C@@H:51]([NH:50][C:11]([C:9]1[CH:8]=[N:7][C:6]([N:14]2[CH2:18][CH2:17][CH2:16][CH2:15]2)=[C:5]([O:4][CH2:1][CH2:2][CH3:3])[N:10]=1)=[O:13])[CH2:54][CH:55]([CH3:57])[CH3:56]. (8) Given the reactants Br[C:2]1[CH:3]=[C:4]([N:8]2[C:12]3[CH:13]=[CH:14][C:15]([C:17]([NH:19][CH2:20][C:21]4[CH:22]=[N:23][CH:24]=[CH:25][CH:26]=4)=[O:18])=[CH:16][C:11]=3[N:10]=[CH:9]2)[CH:5]=[CH:6][CH:7]=1.[CH3:27][N:28]1[CH:32]=[CH:31][CH:30]=[C:29]1[Sn](CCCC)(CCCC)CCCC, predict the reaction product. The product is: [CH3:27][N:28]1[CH:32]=[CH:31][CH:30]=[C:29]1[C:2]1[CH:3]=[C:4]([N:8]2[C:12]3[CH:13]=[CH:14][C:15]([C:17]([NH:19][CH2:20][C:21]4[CH:22]=[N:23][CH:24]=[CH:25][CH:26]=4)=[O:18])=[CH:16][C:11]=3[N:10]=[CH:9]2)[CH:5]=[CH:6][CH:7]=1. (9) The product is: [CH3:1][C@H:2]([O:6][C:7]1[C:16]2[C:11](=[CH:12][CH:13]=[CH:14][CH:15]=2)[CH:10]=[CH:9][C:8]=1[CH2:17][OH:18])[CH2:3][CH:4]=[CH2:5]. Given the reactants [CH3:1][C@H:2]([O:6][C:7]1[C:16]2[C:11](=[CH:12][CH:13]=[CH:14][CH:15]=2)[CH:10]=[CH:9][C:8]=1[C:17](OC)=[O:18])[CH2:3][CH:4]=[CH2:5].[H-].[H-].[H-].[H-].[Li+].[Al+3], predict the reaction product.